Task: Predict the reactants needed to synthesize the given product.. Dataset: Full USPTO retrosynthesis dataset with 1.9M reactions from patents (1976-2016) (1) Given the product [CH2:17]([O:14][C:13]1[C:12]([I:15])=[CH:11][C:6]([C:7]([O:9][CH3:10])=[O:8])=[CH:5][C:4]=1[O:3][CH2:1][CH3:2])[C:18]1[CH:23]=[CH:22][CH:21]=[CH:20][CH:19]=1, predict the reactants needed to synthesize it. The reactants are: [CH2:1]([O:3][C:4]1[CH:5]=[C:6]([CH:11]=[C:12]([I:15])[C:13]=1[OH:14])[C:7]([O:9][CH3:10])=[O:8])[CH3:2].Br[CH2:17][C:18]1[CH:23]=[CH:22][CH:21]=[CH:20][CH:19]=1.C(=O)([O-])[O-].[K+].[K+].CN(C=O)C. (2) Given the product [CH3:43][C:44]1[CH:45]=[C:46]([NH:58][C:7]2[C:6]3[C:11](=[CH:12][CH:13]=[C:4]([NH2:1])[CH:5]=3)[N:10]=[CH:9][N:8]=2)[CH:47]=[CH:48][C:49]=1[O:50][C:51]1[CH:52]=[N:53][C:54]([CH3:57])=[CH:55][CH:56]=1, predict the reactants needed to synthesize it. The reactants are: [N+:1]([C:4]1[CH:5]=[C:6]2[C:11](=[CH:12][CH:13]=1)[N:10]=[CH:9][NH:8][C:7]2=O)([O-])=O.ClC1C=C(NC2C3C(=CC=C(N)C=3)N=CN=2)C=CC=1OCC1C=CC=C(F)C=1.[CH3:43][C:44]1[CH:45]=[C:46]([NH2:58])[CH:47]=[CH:48][C:49]=1[O:50][C:51]1[CH:52]=[N:53][C:54]([CH3:57])=[CH:55][CH:56]=1. (3) Given the product [C:35]([O:34][C:32]([N:39]1[CH2:44][CH2:43][N:42]([C:27]2[CH:28]=[CH:29][C:24]([C@@H:22]([N:7]([C:6]([O:5][C:1]([CH3:4])([CH3:3])[CH3:2])=[O:31])[CH2:8][CH2:9][C:10]3[CH:15]=[C:14]([O:16][CH3:17])[C:13]([N+:18]([O-:20])=[O:19])=[CH:12][C:11]=3[Cl:21])[CH3:23])=[CH:25][CH:26]=2)[CH2:41][CH2:40]1)=[O:33])([CH3:38])([CH3:36])[CH3:37], predict the reactants needed to synthesize it. The reactants are: [C:1]([O:5][C:6](=[O:31])[N:7]([C@H:22]([C:24]1[CH:29]=[CH:28][C:27](Br)=[CH:26][CH:25]=1)[CH3:23])[CH2:8][CH2:9][C:10]1[CH:15]=[C:14]([O:16][CH3:17])[C:13]([N+:18]([O-:20])=[O:19])=[CH:12][C:11]=1[Cl:21])([CH3:4])([CH3:3])[CH3:2].[C:32]([N:39]1[CH2:44][CH2:43][NH:42][CH2:41][CH2:40]1)([O:34][C:35]([CH3:38])([CH3:37])[CH3:36])=[O:33].C(=O)([O-])[O-].[Cs+].[Cs+]. (4) Given the product [Br:9][C:10]1[CH:11]=[C:12]([CH:13]2[C:22]3[C:21](=[O:27])[C:20]([CH3:28])([CH3:19])[CH2:25][CH2:24][C:23]=3[NH:1][C:2]3[N:3]([CH3:8])[O:4][C:5](=[O:7])[C:6]2=3)[CH:15]=[CH:16][C:17]=1[F:18], predict the reactants needed to synthesize it. The reactants are: [NH2:1][C:2]1[N:3]([CH3:8])[O:4][C:5](=[O:7])[CH:6]=1.[Br:9][C:10]1[CH:11]=[C:12]([CH:15]=[CH:16][C:17]=1[F:18])[CH:13]=O.[CH3:19][C:20]1([CH3:28])[CH2:25][CH2:24][C:23](=O)[CH2:22][C:21]1=[O:27].